Dataset: Full USPTO retrosynthesis dataset with 1.9M reactions from patents (1976-2016). Task: Predict the reactants needed to synthesize the given product. (1) Given the product [Br:10][C:11]1[CH:18]=[CH:17][C:14]([CH2:15][N:8]2[CH2:7][CH2:6][NH:5][CH:4]([CH:1]([CH3:3])[CH3:2])[CH2:9]2)=[CH:13][CH:12]=1, predict the reactants needed to synthesize it. The reactants are: [CH:1]([CH:4]1[CH2:9][NH:8][CH2:7][CH2:6][NH:5]1)([CH3:3])[CH3:2].[Br:10][C:11]1[CH:18]=[CH:17][C:14]([CH2:15]Br)=[CH:13][CH:12]=1. (2) Given the product [Cl:10][C:11]1[CH:16]=[CH:15][C:14]([CH2:17][C:18]([NH:70][S:67]([CH3:66])(=[O:69])=[O:68])=[O:19])=[CH:13][C:12]=1[O:21][C:22]1[CH:27]=[CH:26][C:25]([S:28]([CH3:31])(=[O:30])=[O:29])=[CH:24][C:23]=1[Cl:32], predict the reactants needed to synthesize it. The reactants are: CCN(C(C)C)C(C)C.[Cl:10][C:11]1[CH:16]=[CH:15][C:14]([CH2:17][C:18](O)=[O:19])=[CH:13][C:12]=1[O:21][C:22]1[CH:27]=[CH:26][C:25]([S:28]([CH3:31])(=[O:30])=[O:29])=[CH:24][C:23]=1[Cl:32].C1CN([P+](ON2N=NC3C=CC=CC2=3)(N2CCCC2)N2CCCC2)CC1.F[P-](F)(F)(F)(F)F.[CH3:66][S:67]([NH2:70])(=[O:69])=[O:68].[OH-].[Na+]. (3) Given the product [C:3]1([C:8]2[CH:13]=[CH:12][CH:11]=[CH:10][CH:9]=2)[CH:4]=[CH:5][CH:6]=[CH:7][C:2]=1[CH:26]([NH:25][S:23]([C:19]([CH3:22])([CH3:21])[CH3:20])=[O:24])[CH2:27][CH2:28][CH2:29][C:30]([O:32][CH3:33])=[O:31], predict the reactants needed to synthesize it. The reactants are: I[C:2]1[CH:7]=[CH:6][CH:5]=[CH:4][C:3]=1[C:8]1[CH:13]=[CH:12][CH:11]=[CH:10][CH:9]=1.[Li]CCCC.[C:19]([S:23]([N:25]=[CH:26][CH2:27][CH2:28][CH2:29][C:30]([O:32][CH3:33])=[O:31])=[O:24])([CH3:22])([CH3:21])[CH3:20].[NH4+].[Cl-]. (4) Given the product [NH2:8][CH2:9][CH2:10][CH2:11][NH:12][CH2:20][CH2:21][CH2:22][NH:23][CH:24]1[CH2:38][CH2:37][CH2:36][CH2:35][CH2:34][CH2:33][CH2:32][CH2:31][CH2:30][CH2:29][CH2:28][CH2:27][CH2:26][CH2:25]1, predict the reactants needed to synthesize it. The reactants are: C(OC([NH:8][CH2:9][CH2:10][CH2:11][N:12]([CH2:20][CH2:21][CH2:22][NH:23][CH:24]1[CH2:38][CH2:37][CH2:36][CH2:35][CH2:34][CH2:33][CH2:32][CH2:31][CH2:30][CH2:29][CH2:28][CH2:27][CH2:26][CH2:25]1)C(=O)OC(C)(C)C)=O)(C)(C)C.Cl. (5) Given the product [CH:1]([O:4][C:5]([C:7]1[CH:8]=[C:9]([C:21]#[C:22][C:23]2[CH:28]=[CH:27][C:26]([CH2:29][C:30]([OH:32])=[O:31])=[CH:25][CH:24]=2)[CH:10]=[C:11]2[C:16]=1[O:15][C:14]([CH3:17])([CH3:18])[CH2:13][C:12]2([CH3:20])[CH3:19])=[O:6])([CH3:3])[CH3:2], predict the reactants needed to synthesize it. The reactants are: [CH:1]([O:4][C:5]([C:7]1[CH:8]=[C:9]([C:21]#[C:22][C:23]2[CH:28]=[CH:27][C:26]([CH2:29][C:30]([O:32]C)=[O:31])=[CH:25][CH:24]=2)[CH:10]=[C:11]2[C:16]=1[O:15][C:14]([CH3:18])([CH3:17])[CH2:13][C:12]2([CH3:20])[CH3:19])=[O:6])([CH3:3])[CH3:2].[OH-].[Li+]. (6) Given the product [CH2:1]([C:3]1[CH:8]=[C:7]([CH:6]=[CH:5][C:4]=1[CH2:9][CH3:10])[C:15]([C:16]1[CH:21]=[CH:20][CH:19]=[CH:18][CH:17]=1)=[O:22])[CH3:2], predict the reactants needed to synthesize it. The reactants are: [CH2:1]([C:3]1[CH:8]=[CH:7][CH:6]=[CH:5][C:4]=1[CH2:9][CH3:10])[CH3:2].[Cl-].[Al+3].[Cl-].[Cl-].[C:15](Cl)(=[O:22])[C:16]1[CH:21]=[CH:20][CH:19]=[CH:18][CH:17]=1.O. (7) The reactants are: [CH2:1]([O:6][C@@H:7]1[C@H:11]([OH:12])[C@@H:10]([CH2:13][OH:14])[O:9][C@H:8]1[N:15]1[C:25]2[N:24]=[C:22]([NH2:23])[NH:21][C:19](=[O:20])[C:18]=2[N:17]=[CH:16]1)[CH2:2][CH2:3][CH2:4][CH3:5].C[Si](Cl)(C)C.[C:31](Cl)(=[O:35])[CH:32]([CH3:34])[CH3:33]. Given the product [C:31]([NH:23][C:22]1[NH:21][C:19](=[O:20])[C:18]2[N:17]=[CH:16][N:15]([C:25]=2[N:24]=1)[C@@H:8]1[O:9][C@H:10]([CH2:13][OH:14])[C@@H:11]([OH:12])[C@H:7]1[O:6][CH2:1][CH2:2][CH2:3][CH2:4][CH3:5])(=[O:35])[CH:32]([CH3:34])[CH3:33], predict the reactants needed to synthesize it. (8) Given the product [NH:8]1[CH2:13][CH2:12][CH:11]([C:14]([C:16]2[CH:21]=[CH:20][CH:19]=[CH:18][N:17]=2)=[O:15])[CH2:10][CH2:9]1, predict the reactants needed to synthesize it. The reactants are: C(OC([N:8]1[CH2:13][CH2:12][CH:11]([C:14]([C:16]2[CH:21]=[CH:20][CH:19]=[CH:18][N:17]=2)=[O:15])[CH2:10][CH2:9]1)=O)(C)(C)C.C(O)(C(F)(F)F)=O.